From a dataset of Peptide-MHC class II binding affinity with 134,281 pairs from IEDB. Regression. Given a peptide amino acid sequence and an MHC pseudo amino acid sequence, predict their binding affinity value. This is MHC class II binding data. (1) The peptide sequence is ERIFKRFDTNGDGKI. The MHC is HLA-DQA10501-DQB10301 with pseudo-sequence HLA-DQA10501-DQB10301. The binding affinity (normalized) is 0.135. (2) The peptide sequence is DGVWEIKSDKPLKGP. The MHC is DRB1_1201 with pseudo-sequence DRB1_1201. The binding affinity (normalized) is 0. (3) The peptide sequence is EKMYFAATQFEPLAA. The MHC is DRB1_1001 with pseudo-sequence DRB1_1001. The binding affinity (normalized) is 0.691. (4) The MHC is HLA-DQA10102-DQB10602 with pseudo-sequence HLA-DQA10102-DQB10602. The binding affinity (normalized) is 0.590. The peptide sequence is KRWIILGLNKIVRMYSPTSI. (5) The peptide sequence is SWEYWGAQLNAMKPD. The MHC is DRB1_0405 with pseudo-sequence DRB1_0405. The binding affinity (normalized) is 0.458. (6) The peptide sequence is KMIGGIGGFIKVRQYDQISI. The MHC is HLA-DQA10501-DQB10301 with pseudo-sequence HLA-DQA10501-DQB10301. The binding affinity (normalized) is 0.343. (7) The peptide sequence is GSMAKKGDEQKLRSA. The binding affinity (normalized) is 0.206. The MHC is DRB1_0101 with pseudo-sequence DRB1_0101. (8) The peptide sequence is VDLAKSLRIAAKIYS. The MHC is DRB1_0701 with pseudo-sequence DRB1_0701. The binding affinity (normalized) is 0.737. (9) The peptide sequence is ITDNPYMTSIPVNAFQGLC. The MHC is DRB1_0701 with pseudo-sequence DRB1_0701. The binding affinity (normalized) is 0.101. (10) The peptide sequence is SQDLELSWNVNGLQAY. The MHC is HLA-DQA10101-DQB10501 with pseudo-sequence HLA-DQA10101-DQB10501. The binding affinity (normalized) is 0.769.